From a dataset of NCI-60 drug combinations with 297,098 pairs across 59 cell lines. Regression. Given two drug SMILES strings and cell line genomic features, predict the synergy score measuring deviation from expected non-interaction effect. (1) Drug 1: CC(CN1CC(=O)NC(=O)C1)N2CC(=O)NC(=O)C2. Drug 2: CC1C(C(CC(O1)OC2CC(CC3=C2C(=C4C(=C3O)C(=O)C5=C(C4=O)C(=CC=C5)OC)O)(C(=O)C)O)N)O.Cl. Cell line: ACHN. Synergy scores: CSS=59.0, Synergy_ZIP=16.7, Synergy_Bliss=17.3, Synergy_Loewe=18.0, Synergy_HSA=20.3. (2) Drug 1: C1CCC(C1)C(CC#N)N2C=C(C=N2)C3=C4C=CNC4=NC=N3. Drug 2: C1CN(P(=O)(OC1)NCCCl)CCCl. Cell line: SK-OV-3. Synergy scores: CSS=4.29, Synergy_ZIP=-0.547, Synergy_Bliss=2.13, Synergy_Loewe=-3.08, Synergy_HSA=0.970.